This data is from Full USPTO retrosynthesis dataset with 1.9M reactions from patents (1976-2016). The task is: Predict the reactants needed to synthesize the given product. (1) Given the product [ClH:30].[F:29][CH:2]([F:1])[C:3]1[CH:8]=[CH:7][C:6]([C:9]([F:28])([F:27])[CH2:10][N:11]2[CH2:12][CH2:13][CH:14]([NH:17][C:18]3[C:19]4[CH:26]=[CH:25][NH:24][C:20]=4[N:21]=[CH:22][N:23]=3)[CH2:15][CH2:16]2)=[CH:5][CH:4]=1, predict the reactants needed to synthesize it. The reactants are: [F:1][CH:2]([F:29])[C:3]1[CH:8]=[CH:7][C:6]([C:9]([F:28])([F:27])[CH2:10][N:11]2[CH2:16][CH2:15][CH:14]([NH:17][C:18]3[C:19]4[CH:26]=[CH:25][NH:24][C:20]=4[N:21]=[CH:22][N:23]=3)[CH2:13][CH2:12]2)=[CH:5][CH:4]=1.[ClH:30].CCOCC. (2) Given the product [CH:2]([C:3]1[CH:11]=[CH:10][C:8]([O:9][C:13]2[CH:20]=[CH:19][C:16]([C:17]#[N:18])=[CH:15][N:14]=2)=[C:5]([O:6][CH3:7])[CH:4]=1)=[O:1], predict the reactants needed to synthesize it. The reactants are: [O:1]=[CH:2][C:3]1[CH:11]=[CH:10][C:8]([OH:9])=[C:5]([O:6][CH3:7])[CH:4]=1.Cl[C:13]1[CH:20]=[CH:19][C:16]([C:17]#[N:18])=[CH:15][N:14]=1.C([O-])([O-])=O.[K+].[K+]. (3) Given the product [CH2:12]1[C:21]2[C:16](=[CH:17][CH:18]=[CH:19][CH:20]=2)[CH2:15][CH2:14][N:13]1[CH2:22][CH:23]([OH:41])[CH2:24][NH:25][C:26]1[CH:31]=[C:30]([B:32]2[O:36][C:35]([CH3:37])([CH3:38])[C:34]([CH3:40])([CH3:39])[O:33]2)[CH:29]=[CH:28][N:27]=1.[CH2:12]1[C:21]2[C:16](=[CH:17][CH:18]=[CH:19][CH:20]=2)[CH2:15][CH2:14][N:13]1[CH2:22][CH:23]([OH:41])[CH2:24][NH:25][C:26]1[CH:31]=[C:30]([C:2]2[N:7]=[C:6]3[N:8]([CH3:11])[CH:9]=[N:10][C:5]3=[CH:4][CH:3]=2)[CH:29]=[CH:28][N:27]=1, predict the reactants needed to synthesize it. The reactants are: Br[C:2]1[N:7]=[C:6]2[N:8]([CH3:11])[CH:9]=[N:10][C:5]2=[CH:4][CH:3]=1.[CH2:12]1[C:21]2[C:16](=[CH:17][CH:18]=[CH:19][CH:20]=2)[CH2:15][CH2:14][N:13]1[CH2:22][CH:23]([OH:41])[CH2:24][NH:25][C:26]1[CH:31]=[C:30]([B:32]2[O:36][C:35]([CH3:38])([CH3:37])[C:34]([CH3:40])([CH3:39])[O:33]2)[CH:29]=[CH:28][N:27]=1.C([O-])([O-])=O.[K+].[K+].O1CCOCC1. (4) Given the product [ClH:25].[ClH:25].[C:15]1([NH:14][CH:11]2[CH2:12][CH2:13][NH:8][CH2:9][CH2:10]2)[C:24]2[C:19](=[CH:20][CH:21]=[CH:22][CH:23]=2)[CH:18]=[CH:17][N:16]=1, predict the reactants needed to synthesize it. The reactants are: C(OC([N:8]1[CH2:13][CH2:12][CH:11]([NH:14][C:15]2[C:24]3[C:19](=[CH:20][CH:21]=[CH:22][CH:23]=3)[CH:18]=[CH:17][N:16]=2)[CH2:10][CH2:9]1)=O)(C)(C)C.[ClH:25].